Task: Predict which catalyst facilitates the given reaction.. Dataset: Catalyst prediction with 721,799 reactions and 888 catalyst types from USPTO Reactant: [F:1][C:2]([F:14])([F:13])[O:3][C:4]1[CH:12]=[CH:11][C:7]([C:8](Cl)=[O:9])=[CH:6][CH:5]=1.Cl[C:16]1[CH:17]=[C:18]([NH:24][NH2:25])[CH:19]=[CH:20][C:21]=1[O:22][CH3:23].N1C=CC=[CH:28][CH:27]=1. Product: [CH:27](=[N:25][N:24]([C:18]1[CH:19]=[CH:20][C:21]([O:22][CH3:23])=[CH:16][CH:17]=1)[C:8](=[O:9])[C:7]1[CH:11]=[CH:12][C:4]([O:3][C:2]([F:14])([F:13])[F:1])=[CH:5][CH:6]=1)[CH3:28]. The catalyst class is: 28.